This data is from Catalyst prediction with 721,799 reactions and 888 catalyst types from USPTO. The task is: Predict which catalyst facilitates the given reaction. (1) Reactant: [OH:1][CH2:2][CH2:3][CH2:4][CH2:5][CH2:6][N:7]1[C:15](=[O:16])[C:14]2[C:9](=[CH:10][CH:11]=[CH:12][CH:13]=2)[C:8]1=[O:17].CS(C)=O.C(N(CC)CC)C. Product: [O:17]=[C:8]1[C:9]2[C:14](=[CH:13][CH:12]=[CH:11][CH:10]=2)[C:15](=[O:16])[N:7]1[CH2:6][CH2:5][CH2:4][CH2:3][CH:2]=[O:1]. The catalyst class is: 2. (2) Reactant: [OH:1][C:2]1[CH:3]=[C:4]([CH2:8][NH:9][C:10](=[O:18])[C:11]2[CH:16]=[CH:15][CH:14]=[N:13][C:12]=2[NH2:17])[CH:5]=[CH:6][CH:7]=1.CS(O)(=O)=O.[CH3:24][O:25][CH2:26][CH2:27][CH2:28][CH3:29].C(=O)([O-])[O-].[Cs+].[Cs+].CN(C=O)C. Product: [CH3:24][O:25][CH2:26][CH2:27][CH2:28][CH2:29][O:1][C:2]1[CH:3]=[C:4]([CH2:8][NH:9][C:10](=[O:18])[C:11]2[CH:16]=[CH:15][CH:14]=[N:13][C:12]=2[NH2:17])[CH:5]=[CH:6][CH:7]=1. The catalyst class is: 6.